From a dataset of NCI-60 drug combinations with 297,098 pairs across 59 cell lines. Regression. Given two drug SMILES strings and cell line genomic features, predict the synergy score measuring deviation from expected non-interaction effect. (1) Drug 1: CC(CN1CC(=O)NC(=O)C1)N2CC(=O)NC(=O)C2. Drug 2: CCC1(CC2CC(C3=C(CCN(C2)C1)C4=CC=CC=C4N3)(C5=C(C=C6C(=C5)C78CCN9C7C(C=CC9)(C(C(C8N6C)(C(=O)OC)O)OC(=O)C)CC)OC)C(=O)OC)O.OS(=O)(=O)O. Cell line: LOX IMVI. Synergy scores: CSS=37.2, Synergy_ZIP=-3.87, Synergy_Bliss=-1.27, Synergy_Loewe=-0.576, Synergy_HSA=2.67. (2) Drug 1: CC12CCC(CC1=CCC3C2CCC4(C3CC=C4C5=CN=CC=C5)C)O. Drug 2: CCN(CC)CCNC(=O)C1=C(NC(=C1C)C=C2C3=C(C=CC(=C3)F)NC2=O)C. Cell line: MDA-MB-435. Synergy scores: CSS=4.65, Synergy_ZIP=-0.00246, Synergy_Bliss=2.77, Synergy_Loewe=-2.07, Synergy_HSA=-1.68. (3) Drug 1: CCC(=C(C1=CC=CC=C1)C2=CC=C(C=C2)OCCN(C)C)C3=CC=CC=C3.C(C(=O)O)C(CC(=O)O)(C(=O)O)O. Drug 2: C1=CC=C(C=C1)NC(=O)CCCCCCC(=O)NO. Cell line: HS 578T. Synergy scores: CSS=6.47, Synergy_ZIP=0.840, Synergy_Bliss=6.28, Synergy_Loewe=-6.27, Synergy_HSA=3.21. (4) Drug 1: C1C(C(OC1N2C=NC3=C(N=C(N=C32)Cl)N)CO)O. Drug 2: COCCOC1=C(C=C2C(=C1)C(=NC=N2)NC3=CC=CC(=C3)C#C)OCCOC.Cl. Cell line: RPMI-8226. Synergy scores: CSS=9.70, Synergy_ZIP=-6.82, Synergy_Bliss=-8.16, Synergy_Loewe=-9.34, Synergy_HSA=-7.79.